From a dataset of Orexin1 receptor HTS with 218,158 compounds and 233 confirmed actives. Binary Classification. Given a drug SMILES string, predict its activity (active/inactive) in a high-throughput screening assay against a specified biological target. (1) The result is 0 (inactive). The compound is o1c(c(C(=O)N2CCN(CC2)c2c(O)cccc2)cc1C)C. (2) The molecule is S1(=O)(=O)Cc2c(nn(c2NC(=O)c2oc3c(c2)cccc3)c2c(cccc2)C)C1. The result is 0 (inactive). (3) The drug is S(CC(=O)N1CC(CCC1)C)c1n(c2c(n(c(=O)n(c2=O)C)C)n1)CC. The result is 0 (inactive). (4) The molecule is S(=O)(=O)(N(C)C)c1cc(ccc1)c1oc(SCc2cc3OCCOc3cc2)nn1. The result is 0 (inactive). (5) The drug is O(c1c([N+]([O-])=O)cc(c2nn(cc2/C=C(\C(=O)NCC=C)C#N)c2ccccc2)cc1)C. The result is 0 (inactive). (6) The compound is o1c(c2nc3c(c(c2)C(=O)Nc2ccc(OC)cc2)cccc3)ccc1. The result is 0 (inactive). (7) The compound is S(CC(=O)Nc1ccc(OCC)cc1)CC(O)=O. The result is 0 (inactive). (8) The drug is S(c1n(N)c(nn1)c1occc1)CC(=O)Nc1c(cccc1)C. The result is 0 (inactive). (9) The compound is S(=O)(=O)(N1CC(CCC1)(Cc1cc(OC)ccc1)C(OCC)=O)N(C)C. The result is 0 (inactive). (10) The compound is Clc1ccc(C(=O)NCCCC(=O)Nc2ccc(NC(=O)C)cc2)cc1. The result is 0 (inactive).